From a dataset of Reaction yield outcomes from USPTO patents with 853,638 reactions. Predict the reaction yield, written as a fraction of the theoretical maximum amount of product (1.0 means a 100% yield; for example, 0.34 means a 34% yield). (1) The catalyst is CN(C=O)C.CCN(C(C)C)C(C)C. The yield is 0.600. The reactants are Br[C:2]1[CH:7]=[CH:6][C:5]([S:8]([NH:11][CH:12]2[CH2:17][CH2:16][CH:15]3[CH2:18][CH:13]2[C:14]3([CH3:20])[CH3:19])(=[O:10])=[O:9])=[CH:4][CH:3]=1.[CH2:21]([OH:25])[CH2:22][C:23]#[CH:24]. The product is [CH3:19][C:14]1([CH3:20])[CH:13]2[CH2:18][CH:15]1[CH2:16][CH2:17][CH:12]2[NH:11][S:8]([C:5]1[CH:6]=[CH:7][C:2]([C:24]#[C:23][CH2:22][CH2:21][OH:25])=[CH:3][CH:4]=1)(=[O:10])=[O:9]. (2) The reactants are [NH2:1][C:2]1[C:3]([NH:8][C:9]2[CH:18]=[C:17]3[C:12]([CH:13]=[CH:14][CH:15]=[C:16]3[N:19]3[CH2:24][CH2:23][N:22]([CH3:25])[CH2:21][CH2:20]3)=[CH:11][CH:10]=2)=[N:4][CH:5]=[CH:6][CH:7]=1.[C:26](Cl)(=[O:28])[CH3:27].C(N(CC)CC)C.C(Cl)Cl. The catalyst is O1CCCC1. The product is [C:26]([NH:1][C:2]1[C:3]([NH:8][C:9]2[CH:18]=[C:17]3[C:12]([CH:13]=[CH:14][CH:15]=[C:16]3[N:19]3[CH2:20][CH2:21][N:22]([CH3:25])[CH2:23][CH2:24]3)=[CH:11][CH:10]=2)=[N:4][CH:5]=[CH:6][CH:7]=1)(=[O:28])[CH3:27]. The yield is 0.640. (3) The catalyst is CCO.CCOC(C)=O. The yield is 0.200. The reactants are [C:1]([O:7][CH3:8])(=[O:6])[CH2:2][C:3]([CH3:5])=O.[Br:9][C:10]1[CH:17]=[CH:16][CH:15]=[CH:14][C:11]=1[CH:12]=O.[CH3:18][O:19][C:20](=[O:25])/[CH:21]=[C:22](\[NH2:24])/[CH3:23].CC(O)=O. The product is [Br:9][C:10]1[CH:17]=[CH:16][CH:15]=[CH:14][C:11]=1[CH:12]1[C:2]([C:1]([O:7][CH3:8])=[O:6])=[C:3]([CH3:5])[NH:24][C:22]([CH3:23])=[C:21]1[C:20]([O:19][CH3:18])=[O:25]. (4) The reactants are [OH:1][CH:2]([C:5]1[C:14]2[C:9](=[CH:10][CH:11]=[CH:12][CH:13]=2)[CH:8]=[CH:7][CH:6]=1)[C:3]#[N:4].[H-].[H-].[H-].[H-].[Li+].[Al+3].C1COCC1. The catalyst is C1COCC1. The product is [NH2:4][CH2:3][CH:2]([C:5]1[C:14]2[C:9](=[CH:10][CH:11]=[CH:12][CH:13]=2)[CH:8]=[CH:7][CH:6]=1)[OH:1]. The yield is 0.530. (5) The reactants are [C:1]([CH:3]([C:5]1[CH:6]=[C:7]([CH:11]=[CH:12][CH:13]=1)[C:8]([OH:10])=[O:9])[CH3:4])#[N:2].S(=O)(=O)(O)O.[CH3:19]O. No catalyst specified. The product is [C:1]([CH:3]([C:5]1[CH:6]=[C:7]([CH:11]=[CH:12][CH:13]=1)[C:8]([O:10][CH3:19])=[O:9])[CH3:4])#[N:2]. The yield is 0.890. (6) The reactants are [CH3:1][C:2]1[O:6][N:5]=[C:4]([C:7]2[CH:12]=[CH:11][CH:10]=[CH:9][CH:8]=2)[C:3]=1[CH2:13][O:14][C:15]1[CH:29]=[CH:28][C:18]([C:19]([NH:21][CH:22]2[CH2:27][CH2:26][O:25][CH2:24][CH2:23]2)=[O:20])=[CH:17][N:16]=1.[CH3:30][Si]([N-][Si](C)(C)C)(C)C.[K+].IC. The catalyst is C1COCC1. The product is [CH3:30][N:21]([CH:22]1[CH2:27][CH2:26][O:25][CH2:24][CH2:23]1)[C:19](=[O:20])[C:18]1[CH:28]=[CH:29][C:15]([O:14][CH2:13][C:3]2[C:4]([C:7]3[CH:8]=[CH:9][CH:10]=[CH:11][CH:12]=3)=[N:5][O:6][C:2]=2[CH3:1])=[N:16][CH:17]=1. The yield is 0.440.